Dataset: Peptide-MHC class II binding affinity with 134,281 pairs from IEDB. Task: Regression. Given a peptide amino acid sequence and an MHC pseudo amino acid sequence, predict their binding affinity value. This is MHC class II binding data. The MHC is DRB1_0801 with pseudo-sequence DRB1_0801. The binding affinity (normalized) is 0.228. The peptide sequence is VDFGNSYIAEMETES.